This data is from Catalyst prediction with 721,799 reactions and 888 catalyst types from USPTO. The task is: Predict which catalyst facilitates the given reaction. (1) Reactant: I([O-])(=O)(=O)=O.[Na+].[CH2:7]([NH:15][CH2:16][C:17]1[CH:22]=[CH:21][C:20]([S:23][C:24]2[CH:32]=[CH:31][C:27]([C:28]([NH2:30])=[O:29])=[CH:26][CH:25]=2)=[CH:19][CH:18]=1)[CH2:8][C:9]1[CH:14]=[CH:13][CH:12]=[CH:11][CH:10]=1.CS(O)(=O)=[O:35].C(=O)(O)[O-].[Na+]. Product: [CH2:7]([NH:15][CH2:16][C:17]1[CH:22]=[CH:21][C:20]([S:23]([C:24]2[CH:25]=[CH:26][C:27]([C:28]([NH2:30])=[O:29])=[CH:31][CH:32]=2)=[O:35])=[CH:19][CH:18]=1)[CH2:8][C:9]1[CH:10]=[CH:11][CH:12]=[CH:13][CH:14]=1. The catalyst class is: 6. (2) Reactant: [O:1]1[CH2:6][CH2:5][CH2:4][CH2:3][CH:2]1[N:7]1[C:15]2[C:10](=[CH:11][C:12]([CH2:16][CH2:17][C:18]([O:20]CC)=O)=[CH:13][CH:14]=2)[CH:9]=[N:8]1.O.[NH2:24][NH2:25]. Product: [O:1]1[CH2:6][CH2:5][CH2:4][CH2:3][CH:2]1[N:7]1[C:15]2[C:10](=[CH:11][C:12]([CH2:16][CH2:17][C:18]([NH:24][NH2:25])=[O:20])=[CH:13][CH:14]=2)[CH:9]=[N:8]1. The catalyst class is: 8. (3) Reactant: [C:1]([O:5][C:6]([N:8]1[CH2:13][CH2:12][N:11]([C:14]2[N:19]=[C:18]([C:20]3[CH:25]=[CH:24][N:23]=[C:22]([N:26]([C:33]([O:35][C:36]([CH3:39])([CH3:38])[CH3:37])=[O:34])[CH:27]4[CH2:32][CH2:31][CH2:30][CH2:29][CH2:28]4)[CH:21]=3)[CH:17]=[C:16]([OH:40])[CH:15]=2)[CH2:10][CH2:9]1)=[O:7])([CH3:4])([CH3:3])[CH3:2].C(N(CC)CC)C.[F:48][C:49]([F:68])([F:67])[S:50](N(C1C=CC=CN=1)[S:50]([C:49]([F:68])([F:67])[F:48])(=[O:52])=[O:51])(=[O:52])=[O:51]. Product: [C:36]([O:35][C:33]([N:26]([CH:27]1[CH2:32][CH2:31][CH2:30][CH2:29][CH2:28]1)[C:22]1[CH:21]=[C:20]([C:18]2[CH:17]=[C:16]([O:40][S:50]([C:49]([F:68])([F:67])[F:48])(=[O:52])=[O:51])[CH:15]=[C:14]([N:11]3[CH2:12][CH2:13][N:8]([C:6]([O:5][C:1]([CH3:4])([CH3:3])[CH3:2])=[O:7])[CH2:9][CH2:10]3)[N:19]=2)[CH:25]=[CH:24][N:23]=1)=[O:34])([CH3:39])([CH3:38])[CH3:37]. The catalyst class is: 2. (4) Reactant: Cl[C:2]1[C:7]([CH3:8])=[N:6][C:5]([CH3:9])=[C:4]([N:10]2[CH2:14][CH2:13][CH2:12][CH:11]2[C:15]2[CH:20]=[CH:19][C:18]([CH3:21])=[CH:17][CH:16]=2)[N:3]=1.[NH2:22][C:23]1[S:24][C:25]([C:28]#[N:29])=[CH:26][N:27]=1.CC(C1C=C(C(C)C)C(C2C(P(C(C)(C)C)C(C)(C)C)=CC=CC=2)=C(C(C)C)C=1)C.P([O-])([O-])([O-])=O.[K+].[K+].[K+]. Product: [CH3:8][C:7]1[C:2]([NH:22][C:23]2[S:24][C:25]([C:28]#[N:29])=[CH:26][N:27]=2)=[N:3][C:4]([N:10]2[CH2:14][CH2:13][CH2:12][CH:11]2[C:15]2[CH:20]=[CH:19][C:18]([CH3:21])=[CH:17][CH:16]=2)=[C:5]([CH3:9])[N:6]=1. The catalyst class is: 102. (5) Reactant: [OH:1][CH2:2][C:3]1[N:8]=[C:7]([O:9][C:10]2[C:15]3[N:16]=[C:17]([NH:19][C:20](=[O:22])[CH3:21])[S:18][C:14]=3[CH:13]=[CH:12][CH:11]=2)[CH:6]=[C:5]([C:23]2[CH:28]=[CH:27][C:26]([C:29]([F:32])([F:31])[F:30])=[CH:25][CH:24]=2)[N:4]=1.C(Cl)(=O)C(Cl)=O.CS(C)=O.C(O)(C(F)(F)F)=O. Product: [CH:2]([C:3]1[N:8]=[C:7]([O:9][C:10]2[C:15]3[N:16]=[C:17]([NH:19][C:20](=[O:22])[CH3:21])[S:18][C:14]=3[CH:13]=[CH:12][CH:11]=2)[CH:6]=[C:5]([C:23]2[CH:28]=[CH:27][C:26]([C:29]([F:31])([F:32])[F:30])=[CH:25][CH:24]=2)[N:4]=1)=[O:1]. The catalyst class is: 2. (6) Reactant: [C:1]([Cu])#[N:2].Br[C:5]1[CH:10]=[CH:9][C:8]([Br:11])=[CH:7][C:6]=1[CH:12]1[CH2:17][C:16]([CH3:31])([S:18]([C:21]2[CH:26]=[CH:25][CH:24]=[C:23]([C:27]([F:30])([F:29])[F:28])[CH:22]=2)(=[O:20])=[O:19])[CH2:15][CH2:14][O:13]1. Product: [Br:11][C:8]1[CH:9]=[CH:10][C:5]([C:1]#[N:2])=[C:6]([CH:12]2[CH2:17][C:16]([CH3:31])([S:18]([C:21]3[CH:26]=[CH:25][CH:24]=[C:23]([C:27]([F:28])([F:29])[F:30])[CH:22]=3)(=[O:20])=[O:19])[CH2:15][CH2:14][O:13]2)[CH:7]=1. The catalyst class is: 3. (7) Reactant: [F:1][C:2]1[CH:7]=[CH:6][C:5]([CH:8]2[CH2:13][CH2:12][N:11]([C:14]3[N:19]=[C:18]([CH3:20])[NH:17][C:16](=[O:21])[C:15]=3[N+:22]([O-:24])=[O:23])[CH2:10][CH2:9]2)=[CH:4][CH:3]=1.Br[CH2:26][C:27]#[N:28].C(=O)([O-])[O-].[K+].[K+]. Product: [F:1][C:2]1[CH:7]=[CH:6][C:5]([CH:8]2[CH2:9][CH2:10][N:11]([C:14]3[N:19]=[C:18]([CH3:20])[N:17]([CH2:26][C:27]#[N:28])[C:16](=[O:21])[C:15]=3[N+:22]([O-:24])=[O:23])[CH2:12][CH2:13]2)=[CH:4][CH:3]=1. The catalyst class is: 9. (8) Reactant: [CH3:1][O:2][C:3]1[CH:4]=[C:5]([CH:8]=[CH:9][C:10]=1[O:11][CH3:12])[CH2:6]O.C(Br)(Br)(Br)[Br:14].C1(P(C2C=CC=CC=2)C2C=CC=CC=2)C=CC=CC=1. Product: [CH3:1][O:2][C:3]1[CH:4]=[C:5]([CH:8]=[CH:9][C:10]=1[O:11][CH3:12])[CH2:6][Br:14]. The catalyst class is: 1. (9) The catalyst class is: 290. Product: [Cl:12][C:10]1[CH:9]=[C:8]([C:13]#[N:14])[C:3]([C:4]([O:6][CH3:7])=[O:5])=[C:2]([NH:20][C:19]2[CH:21]=[CH:22][C:16]([F:15])=[C:17]([CH2:23][CH3:24])[CH:18]=2)[N:11]=1. Reactant: Cl[C:2]1[N:11]=[C:10]([Cl:12])[CH:9]=[C:8]([C:13]#[N:14])[C:3]=1[C:4]([O:6][CH3:7])=[O:5].[F:15][C:16]1[CH:22]=[CH:21][C:19]([NH2:20])=[CH:18][C:17]=1[CH3:23].[CH3:24]CN(CC)CC.O.